Dataset: Forward reaction prediction with 1.9M reactions from USPTO patents (1976-2016). Task: Predict the product of the given reaction. (1) Given the reactants [C:1]([O:5][C:6](=[O:23])[NH:7][C:8]1[CH:13]=[C:12]([N:14]2[CH2:17][CH2:16][CH2:15]2)[C:11]([C:18]([F:21])([F:20])[F:19])=[CH:10][C:9]=1[NH2:22])([CH3:4])([CH3:3])[CH3:2].C([O:28][C:29](=O)[CH2:30][C:31]([C:33]1[CH:38]=[CH:37][N:36]=[C:35]([C:39]#[N:40])[CH:34]=1)=[O:32])(C)(C)C, predict the reaction product. The product is: [C:1]([O:5][C:6](=[O:23])[NH:7][C:8]1[CH:13]=[C:12]([N:14]2[CH2:17][CH2:16][CH2:15]2)[C:11]([C:18]([F:20])([F:21])[F:19])=[CH:10][C:9]=1[NH:22][C:29](=[O:28])[CH2:30][C:31]([C:33]1[CH:38]=[CH:37][N:36]=[C:35]([C:39]#[N:40])[CH:34]=1)=[O:32])([CH3:4])([CH3:2])[CH3:3]. (2) Given the reactants Cl[C:2]1[CH:7]=[CH:6][N:5]=[CH:4][C:3]=1[N+:8]([O-:10])=[O:9].[CH3:11][O:12][C:13]1[CH:19]=[CH:18][C:16]([NH2:17])=[CH:15][CH:14]=1.C(=O)(O)[O-].[Na+], predict the reaction product. The product is: [CH3:11][O:12][C:13]1[CH:19]=[CH:18][C:16]([NH:17][C:2]2[CH:7]=[CH:6][N:5]=[CH:4][C:3]=2[N+:8]([O-:10])=[O:9])=[CH:15][CH:14]=1. (3) Given the reactants C[O:2][C:3]1[CH:20]=[CH:19][C:18]2[C:17]3[C:12](=[CH:13][C:14]([O:21]C)=[CH:15][CH:16]=3)[C:11]3[C:6](=[CH:7][CH:8]=[CH:9][CH:10]=3)[C:5]=2[CH:4]=1.Cl.N1C=CC=CC=1, predict the reaction product. The product is: [CH:4]1[C:5]2[C:6]3[C:11](=[CH:10][CH:9]=[CH:8][CH:7]=3)[C:12]3[C:17](=[CH:16][CH:15]=[C:14]([OH:21])[CH:13]=3)[C:18]=2[CH:19]=[CH:20][C:3]=1[OH:2]. (4) Given the reactants C([O:4][C:5]1[CH:10]=[C:9]([O:11][CH3:12])[CH:8]=[CH:7][C:6]=1[O:13][CH3:14])(=O)C.[OH-].[Na+].OS([O-])(=O)=O.[Na+], predict the reaction product. The product is: [CH3:14][O:13][C:6]1[CH:7]=[CH:8][C:9]([O:11][CH3:12])=[CH:10][C:5]=1[OH:4]. (5) Given the reactants [CH3:1][C:2]1[CH:3]=[C:4]([CH:11]=[CH:12][C:13]=1[O:14][CH2:15][CH2:16][CH3:17])[C:5]([O:7]CCC)=[O:6].O.[OH-].[Na+].Cl, predict the reaction product. The product is: [CH3:1][C:2]1[CH:3]=[C:4]([CH:11]=[CH:12][C:13]=1[O:14][CH2:15][CH2:16][CH3:17])[C:5]([OH:7])=[O:6]. (6) Given the reactants [C:1]([C:4]1[C:22](=[O:23])[C@@:8]2([CH3:24])[C:9]3[C:15]([OH:16])=[CH:14][C:13]([O:17][CH3:18])=[C:12]([C:19]([NH2:21])=[O:20])[C:10]=3[O:11][C:7]2=[CH:6][C:5]=1[OH:25])(=[O:3])[CH3:2].[F:26][C:27]1[CH:36]=[CH:35][CH:34]=[C:33]2[C:28]=1[CH:29]=[CH:30][C:31]([CH3:39])=[C:32]2[CH:37]=O.C([SiH](CC)CC)C.FC(F)(F)C(O)=O, predict the reaction product. The product is: [C:1]([C:4]1[C:22](=[O:23])[C@@:8]2([CH3:24])[C:9]3[C:15]([OH:16])=[CH:14][C:13]([O:17][CH3:18])=[C:12]([C:19]([NH:21][CH2:37][C:32]4[C:33]5[C:28](=[C:27]([F:26])[CH:36]=[CH:35][CH:34]=5)[CH:29]=[CH:30][C:31]=4[CH3:39])=[O:20])[C:10]=3[O:11][C:7]2=[CH:6][C:5]=1[OH:25])(=[O:3])[CH3:2]. (7) Given the reactants Cl[C:2]1[C:11]([C:12]#[N:13])=[C:10]([C:14]2[CH:19]=[CH:18][CH:17]=[C:16]([CH:20]([CH3:22])[CH3:21])[CH:15]=2)[C:9]2[C:4](=[CH:5][CH:6]=[C:7]([Cl:23])[CH:8]=2)[N:3]=1.[CH2:24]([NH:26][CH2:27][CH3:28])[CH3:25].C(N(CC)CC)C.O, predict the reaction product. The product is: [Cl:23][C:7]1[CH:8]=[C:9]2[C:4](=[CH:5][CH:6]=1)[N:3]=[C:2]([N:26]([CH2:27][CH3:28])[CH2:24][CH3:25])[C:11]([C:12]#[N:13])=[C:10]2[C:14]1[CH:19]=[CH:18][CH:17]=[C:16]([CH:20]([CH3:22])[CH3:21])[CH:15]=1.